From a dataset of Catalyst prediction with 721,799 reactions and 888 catalyst types from USPTO. Predict which catalyst facilitates the given reaction. (1) Reactant: [C:1]([O:5][C:6]([NH:8][C@@H:9]([CH2:13][C:14]([F:17])([F:16])[F:15])[C:10](O)=[O:11])=[O:7])([CH3:4])([CH3:3])[CH3:2].C(N(C(C)C)C(C)C)C.ClC(OCC)=O.[BH4-].[Li+]. Product: [F:15][C:14]([F:16])([F:17])[CH2:13][C@H:9]([NH:8][C:6](=[O:7])[O:5][C:1]([CH3:3])([CH3:4])[CH3:2])[CH2:10][OH:11]. The catalyst class is: 220. (2) Reactant: [OH-].[CH2:2]([N+:8]([CH3:11])([CH3:10])[CH3:9])[CH2:3][CH2:4][CH2:5][CH2:6][CH3:7].C([O:14][Si:15]([O:22]CC)([O:19]CC)[O:16]CC)C. Product: [Si:15]([O-:22])([O-:19])([O-:16])[O-:14].[CH2:2]([N+:8]([CH3:11])([CH3:10])[CH3:9])[CH2:3][CH2:4][CH2:5][CH2:6][CH3:7].[CH2:2]([N+:8]([CH3:11])([CH3:10])[CH3:9])[CH2:3][CH2:4][CH2:5][CH2:6][CH3:7].[CH2:2]([N+:8]([CH3:11])([CH3:10])[CH3:9])[CH2:3][CH2:4][CH2:5][CH2:6][CH3:7].[CH2:2]([N+:8]([CH3:11])([CH3:10])[CH3:9])[CH2:3][CH2:4][CH2:5][CH2:6][CH3:7]. The catalyst class is: 6. (3) The catalyst class is: 5. Product: [Cl:12][C:7]1[C:8]([O:10][CH3:11])=[CH:9][C:4]([C:3]([OH:13])=[O:2])=[CH:5][N:6]=1. Reactant: C[O:2][C:3](=[O:13])[C:4]1[CH:9]=[C:8]([O:10][CH3:11])[C:7]([Cl:12])=[N:6][CH:5]=1.[OH-].[Na+].Cl. (4) The catalyst class is: 22. Reactant: [OH-:1].[Na+].[CH:3]1[C:16]2[C:15]3[CH:17]=[CH:18][CH:19]=[CH:20][C:14]=3[C:13]3[C:8]4=[N+:9]([CH2:21][CH2:22][CH2:23][N+:6]([C:7]=24)=[CH:5][CH:4]=1)[CH:10]=[CH:11][CH:12]=3.[OH2:24]. Product: [CH:12]1[C:13]2[C:8]3=[C:7]4[C:16](=[C:15]5[CH:17]=[CH:18][CH:19]=[CH:20][C:14]5=2)[CH:3]=[CH:4][C:5](=[O:1])[N:6]4[CH2:23][CH2:22][CH2:21][N:9]3[C:10](=[O:24])[CH:11]=1. (5) Reactant: [Br:1][C:2]1[CH:3]=[C:4]([CH2:10][C:11]([O:13][CH2:14][CH3:15])=[O:12])[CH:5]=[C:6]([Cl:9])[C:7]=1[OH:8].C([O-])([O-])=O.[K+].[K+].[CH:22]1([CH2:25]Br)[CH2:24][CH2:23]1. Product: [Br:1][C:2]1[CH:3]=[C:4]([CH2:10][C:11]([O:13][CH2:14][CH3:15])=[O:12])[CH:5]=[C:6]([Cl:9])[C:7]=1[O:8][CH2:25][CH:22]1[CH2:24][CH2:23]1. The catalyst class is: 16. (6) Reactant: [C:1]([O:5][C:6]([NH:8][CH:9]([C:13]1[CH:18]=[CH:17][CH:16]=[C:15]([C:19]([F:22])([F:21])[F:20])[CH:14]=1)[C:10](O)=[O:11])=[O:7])([CH3:4])([CH3:3])[CH3:2].[NH2:23][C:24]1([C:27]([O:29][CH2:30][CH3:31])=[O:28])[CH2:26][CH2:25]1.C(Cl)CCl.C1C=CC2N(O)N=NC=2C=1. Product: [C:1]([O:5][C:6]([NH:8][CH:9]([C:13]1[CH:18]=[CH:17][CH:16]=[C:15]([C:19]([F:20])([F:21])[F:22])[CH:14]=1)[C:10]([NH:23][C:24]1([C:27]([O:29][CH2:30][CH3:31])=[O:28])[CH2:26][CH2:25]1)=[O:11])=[O:7])([CH3:2])([CH3:3])[CH3:4]. The catalyst class is: 39. (7) Reactant: C(Cl)Cl.[CH3:4][C:5]1([CH3:12])[O:10][CH2:9][CH:8]([OH:11])[CH2:7][O:6]1.[C:13](Cl)(=[O:17])[C:14]([CH3:16])=[CH2:15]. Product: [C:13]([O:11][CH:8]1[CH2:9][O:10][C:5]([CH3:12])([CH3:4])[O:6][CH2:7]1)(=[O:17])[C:14]([CH3:16])=[CH2:15]. The catalyst class is: 66. (8) Reactant: [Cl:1][C:2]1[CH:3]=[C:4]([NH:20][S:21]([C:24]2[CH:29]=[CH:28][C:27]([CH3:30])=[C:26]([C:31]([F:34])([F:33])[F:32])[CH:25]=2)(=[O:23])=[O:22])[C:5]([C:8]([C:10]2[C:18]3[O:17][C:16](=[O:19])[NH:15][C:14]=3[CH:13]=[CH:12][CH:11]=2)=[O:9])=[N:6][CH:7]=1.[BH4-].[Na+].CCOC(C)=O. Product: [Cl:1][C:2]1[CH:3]=[C:4]([NH:20][S:21]([C:24]2[CH:29]=[CH:28][C:27]([CH3:30])=[C:26]([C:31]([F:34])([F:32])[F:33])[CH:25]=2)(=[O:23])=[O:22])[C:5]([CH:8]([OH:9])[C:10]2[C:18]3[O:17][C:16](=[O:19])[NH:15][C:14]=3[CH:13]=[CH:12][CH:11]=2)=[N:6][CH:7]=1. The catalyst class is: 20. (9) Reactant: [CH2:1]([C:3]1[N:13]([C:14]2[CH:19]=[CH:18][C:17]([CH2:20][CH2:21][NH2:22])=[CH:16][CH:15]=2)[C:6]2=[N:7][C:8]([CH3:12])=[CH:9][C:10]([CH3:11])=[C:5]2[N:4]=1)[CH3:2].[C:23]1([CH3:35])[CH:28]=[CH:27][C:26]([S:29]([N:32]=[C:33]=[O:34])(=[O:31])=[O:30])=[CH:25][CH:24]=1. Product: [CH2:1]([C:3]1[N:13]([C:14]2[CH:15]=[CH:16][C:17]([CH2:20][CH2:21][NH:22][C:33]([NH:32][S:29]([C:26]3[CH:27]=[CH:28][C:23]([CH3:35])=[CH:24][CH:25]=3)(=[O:31])=[O:30])=[O:34])=[CH:18][CH:19]=2)[C:6]2=[N:7][C:8]([CH3:12])=[CH:9][C:10]([CH3:11])=[C:5]2[N:4]=1)[CH3:2]. The catalyst class is: 4. (10) Reactant: Cl.Cl.[F:3][C:4]([F:24])([F:23])[C:5]([C:11]1[CH:16]=[CH:15][C:14]([N:17]2[CH2:22][CH2:21][NH:20][CH2:19][CH2:18]2)=[CH:13][CH:12]=1)([OH:10])[C:6]([F:9])([F:8])[F:7].C(N(CC)CC)C.[N+:32]([C:35]1[CH:36]=[C:37]([S:40](Cl)(=[O:42])=[O:41])[S:38][CH:39]=1)([O-:34])=[O:33]. Product: [N+:32]([C:35]1[CH:36]=[C:37]([S:40]([N:20]2[CH2:21][CH2:22][N:17]([C:14]3[CH:13]=[CH:12][C:11]([C:5]([OH:10])([C:6]([F:9])([F:8])[F:7])[C:4]([F:3])([F:23])[F:24])=[CH:16][CH:15]=3)[CH2:18][CH2:19]2)(=[O:42])=[O:41])[S:38][CH:39]=1)([O-:34])=[O:33]. The catalyst class is: 2.